The task is: Predict which catalyst facilitates the given reaction.. This data is from Catalyst prediction with 721,799 reactions and 888 catalyst types from USPTO. (1) Reactant: Br[C:2]1[CH:7]=[CH:6][CH:5]=[CH:4][C:3]=1[Cl:8].[CH:9]([C:11]1[CH:16]=[CH:15][C:14](B(O)O)=[CH:13][CH:12]=1)=[O:10].C(=O)([O-])[O-].[Na+].[Na+].C(OCC)(=O)C. Product: [CH:9]([C:11]1[CH:16]=[CH:15][C:14]([C:2]2[CH:7]=[CH:6][CH:5]=[CH:4][C:3]=2[Cl:8])=[CH:13][CH:12]=1)=[O:10]. The catalyst class is: 109. (2) The catalyst class is: 5. Product: [C:3]1([S:9][CH2:10][CH:11]([OH:13])[CH3:12])[CH:8]=[CH:7][CH:6]=[CH:5][CH:4]=1. Reactant: [BH4-].[Na+].[C:3]1([S:9][CH2:10][C:11](=[O:13])[CH3:12])[CH:8]=[CH:7][CH:6]=[CH:5][CH:4]=1. (3) Reactant: C([O:5][C:6]([N:8]1[CH2:11][CH:10]([CH2:12][C:13]2[CH:18]=[CH:17][CH:16]=[CH:15][C:14]=2[O:19][CH3:20])[CH2:9]1)=O)(C)(C)C.C(O)([C:23]([F:26])([F:25])[F:24])=O.C(N(CC)CC)C.FC(F)(F)C(OC(=O)C(F)(F)F)=O.C([O-])(O)=O.[Na+]. Product: [F:24][C:23]([F:26])([F:25])[C:6]([N:8]1[CH2:11][CH:10]([CH2:12][C:13]2[CH:18]=[CH:17][CH:16]=[CH:15][C:14]=2[O:19][CH3:20])[CH2:9]1)=[O:5]. The catalyst class is: 91. (4) Reactant: [O:1]1C=CC=[C:2]1[C:6]1[CH:11]=[CH:10][C:9]([C:12]([CH3:17])([CH3:16])[C:13]([NH2:15])=[O:14])=[CH:8][CH:7]=1.CC#N.C(Cl)(Cl)(Cl)Cl.[OH2:26]. Product: [C:2]([C:6]1[CH:11]=[CH:10][C:9]([C:12]([CH3:17])([CH3:16])[C:13]([NH2:15])=[O:14])=[CH:8][CH:7]=1)([OH:1])=[O:26]. The catalyst class is: 13. (5) Reactant: [NH:1]1[C:9]2[C:4](=[CH:5][CH:6]=[CH:7][C:8]=2[C:10]([OH:12])=O)[CH:3]=[N:2]1.CN(C(ON1N=NC2C=CC=NC1=2)=[N+](C)C)C.F[P-](F)(F)(F)(F)F.CCN(C(C)C)C(C)C.[C:46]([NH2:55])([C:49]1[CH:54]=[CH:53][CH:52]=[CH:51][CH:50]=1)([CH3:48])[CH3:47]. Product: [C:49]1([C:46]([NH:55][C:10]([C:8]2[CH:7]=[CH:6][CH:5]=[C:4]3[C:9]=2[NH:1][N:2]=[CH:3]3)=[O:12])([CH3:48])[CH3:47])[CH:54]=[CH:53][CH:52]=[CH:51][CH:50]=1. The catalyst class is: 7. (6) Reactant: Cl[C:2]1[N:7]=[C:6]([NH:8][C:9]([C:11]2([C:14]3[CH:24]=[CH:23][C:17]4[O:18][C:19]([F:22])([F:21])[O:20][C:16]=4[CH:15]=3)[CH2:13][CH2:12]2)=[O:10])[CH:5]=[C:4]([CH3:25])[C:3]=1[CH3:26].[CH3:27][O:28][C:29]1[C:34](B(O)O)=[CH:33][C:32]([CH3:38])=[CH:31][N:30]=1.C([O-])([O-])=O.[Na+].[Na+]. Product: [F:21][C:19]1([F:22])[O:18][C:17]2[CH:23]=[CH:24][C:14]([C:11]3([C:9]([NH:8][C:6]4[N:7]=[C:2]([C:34]5[C:29]([O:28][CH3:27])=[N:30][CH:31]=[C:32]([CH3:38])[CH:33]=5)[C:3]([CH3:26])=[C:4]([CH3:25])[CH:5]=4)=[O:10])[CH2:13][CH2:12]3)=[CH:15][C:16]=2[O:20]1. The catalyst class is: 104.